From a dataset of Reaction yield outcomes from USPTO patents with 853,638 reactions. Predict the reaction yield, written as a fraction of the theoretical maximum amount of product (1.0 means a 100% yield; for example, 0.34 means a 34% yield). (1) The catalyst is ClCCCl. The product is [CH3:29][N:14]1[C:15](=[O:28])[C:16]2[C:20]([NH:21][C:22]3[CH:27]=[CH:26][CH:25]=[CH:24][CH:23]=3)=[N:19][NH:18][C:17]=2[NH:12][C:13]1=[O:30]. The yield is 0.990. The reactants are [Al+3].[Cl-].[Cl-].[Cl-].COC1C=CC(C[N:12]2[C:17]3[NH:18][N:19]=[C:20]([NH:21][C:22]4[CH:27]=[CH:26][CH:25]=[CH:24][CH:23]=4)[C:16]=3[C:15](=[O:28])[N:14]([CH3:29])[C:13]2=[O:30])=CC=1.C1(OC)C=CC=CC=1. (2) The reactants are [Br:1][C:2]1[C:3]([F:12])=[C:4]2[C:10]([NH2:11])=[CH:9][NH:8][C:5]2=[N:6][CH:7]=1.[CH:13]1([C:16](Cl)=[O:17])[CH2:15][CH2:14]1.O.[OH-].[Li+]. The yield is 0.640. The catalyst is N1C=CC=CC=1.C1COCC1.O. The product is [Br:1][C:2]1[C:3]([F:12])=[C:4]2[C:10]([NH:11][C:16]([CH:13]3[CH2:15][CH2:14]3)=[O:17])=[CH:9][NH:8][C:5]2=[N:6][CH:7]=1. (3) The reactants are [CH3:1][O:2][C:3]1[CH:4]=[C:5]2[C:9](=[CH:10][CH:11]=1)[NH:8][CH:7]=[C:6]2[CH2:12][C:13]([OH:15])=O.[CH2:16]([NH:19][CH2:20][CH2:21][CH3:22])[CH2:17][CH3:18].CCN=C=NCCCN(C)C. The catalyst is CN(C)C=O.C(OCC)C. The product is [CH2:16]([N:19]([CH2:20][CH2:21][CH3:22])[C:13]([CH2:12][C:6]1[C:5]2[C:9](=[CH:10][CH:11]=[C:3]([O:2][CH3:1])[CH:4]=2)[NH:8][CH:7]=1)=[O:15])[CH2:17][CH3:18]. The yield is 0.510. (4) The reactants are [OH:1][CH2:2][CH2:3][O:4][C:5]1[CH:18]=[CH:17][C:8]([C:9]([C:11]2[CH:16]=[CH:15][CH:14]=[CH:13][CH:12]=2)=[O:10])=[CH:7][CH:6]=1.C(N(CC)CC)C.[Cl:26][CH2:27][CH2:28][C:29](Cl)=[O:30]. The catalyst is CC(=O)CC. The product is [C:9]([C:8]1[CH:17]=[CH:18][C:5]([O:4][CH2:3][CH2:2][O:1][C:29](=[O:30])[CH2:28][CH2:27][Cl:26])=[CH:6][CH:7]=1)(=[O:10])[C:11]1[CH:12]=[CH:13][CH:14]=[CH:15][CH:16]=1. The yield is 0.320. (5) The reactants are [CH3:1][C:2]1[N:3]([C@@H:11]([CH3:15])[C:12]([OH:14])=O)[CH:4]=[C:5]([C:7]([F:10])([F:9])[F:8])[N:6]=1.C(Cl)(=O)C(Cl)=O.[F:22][C:23]1[CH:28]=[CH:27][C:26]([N:29]2[C:37]3[CH2:36][CH2:35][CH2:34][NH:33][C:32]=3[CH:31]=[N:30]2)=[CH:25][CH:24]=1.CCN(CC)CC. The catalyst is C(Cl)Cl.CN(C=O)C. The product is [F:22][C:23]1[CH:24]=[CH:25][C:26]([N:29]2[C:37]3[CH2:36][CH2:35][CH2:34][N:33]([C:12](=[O:14])[C@@H:11]([N:3]4[CH:4]=[C:5]([C:7]([F:8])([F:9])[F:10])[N:6]=[C:2]4[CH3:1])[CH3:15])[C:32]=3[CH:31]=[N:30]2)=[CH:27][CH:28]=1. The yield is 0.440. (6) The reactants are [Cl-].C(C[P+](C)(C)C)#N.C[Si]([N-][Si](C)(C)C)(C)C.[K+].[C:19]1([C:25](O)([CH3:27])[CH3:26])[CH:24]=[CH:23][CH:22]=[CH:21][CH:20]=1.[F:29][C:30]1([F:58])[CH2:35][CH2:34][N:33]([C:36]([C:38]2[NH:39][C:40]3[C:45]([CH:46]=2)=[CH:44][C:43]([C:47]([N:49]2[CH2:54][CH2:53][N:52]([CH:55]([CH3:57])[CH3:56])[CH2:51][CH2:50]2)=[O:48])=[CH:42][CH:41]=3)=[O:37])[CH2:32][CH2:31]1. No catalyst specified. The product is [F:58][C:30]1([F:29])[CH2:35][CH2:34][N:33]([C:36]([C:38]2[N:39]([C:25]([CH3:27])([C:19]3[CH:24]=[CH:23][CH:22]=[CH:21][CH:20]=3)[CH3:26])[C:40]3[C:45]([CH:46]=2)=[CH:44][C:43]([C:47]([N:49]2[CH2:50][CH2:51][N:52]([CH:55]([CH3:56])[CH3:57])[CH2:53][CH2:54]2)=[O:48])=[CH:42][CH:41]=3)=[O:37])[CH2:32][CH2:31]1. The yield is 0.0900. (7) The reactants are [NH2:1][C:2]1[C:3]([F:13])=[C:4]([C:8]([F:12])=[C:9]([F:11])[CH:10]=1)[C:5](O)=[O:6].B. The catalyst is C1COCC1. The product is [NH2:1][C:2]1[C:3]([F:13])=[C:4]([CH2:5][OH:6])[C:8]([F:12])=[C:9]([F:11])[CH:10]=1. The yield is 0.920. (8) The reactants are C([O-])(O)=O.[Na+].[NH:6]1[C:14]2[C:9](=[CH:10][CH:11]=[CH:12][CH:13]=2)[CH2:8][CH2:7]1.[C:15](Cl)(=[O:17])[CH3:16]. The catalyst is C(Cl)Cl. The product is [N:6]1([C:15](=[O:17])[CH3:16])[C:14]2[C:9](=[CH:10][CH:11]=[CH:12][CH:13]=2)[CH2:8][CH2:7]1. The yield is 1.00. (9) The reactants are [CH:1]1[C:10]2[C:5](=[CH:6][CH:7]=[CH:8][CH:9]=2)[CH:4]=[CH:3][C:2]=1[C:11]([NH:13][C:14]1[CH:36]=[CH:35][C:17]([CH2:18][N:19]2[C:27]3[C:22](=[CH:23][CH:24]=[C:25]([F:28])[CH:26]=3)[C:21]([CH2:29][C:30]([O:32]CC)=[O:31])=[N:20]2)=[CH:16][CH:15]=1)=[O:12].O.[OH-].[Li+].O.Cl. The catalyst is O1CCCC1. The product is [CH:1]1[C:10]2[C:5](=[CH:6][CH:7]=[CH:8][CH:9]=2)[CH:4]=[CH:3][C:2]=1[C:11]([NH:13][C:14]1[CH:15]=[CH:16][C:17]([CH2:18][N:19]2[C:27]3[C:22](=[CH:23][CH:24]=[C:25]([F:28])[CH:26]=3)[C:21]([CH2:29][C:30]([OH:32])=[O:31])=[N:20]2)=[CH:35][CH:36]=1)=[O:12]. The yield is 0.854. (10) The reactants are [F:1][C:2]1[CH:7]=[CH:6][C:5]([F:8])=[CH:4][C:3]=1[C@H:9]1[CH2:13][CH2:12][CH2:11][N:10]1[C:14]1[CH:19]=[CH:18][N:17]2[N:20]=[CH:21][C:22]([NH2:23])=[C:16]2[N:15]=1.[OH:24][C@@H:25]1[CH2:29][CH2:28][C@H:27]([C:30](O)=[O:31])[CH2:26]1.F[B-](F)(F)F.N1(OC(N(C)C)=[N+](C)C)C2C=CC=CC=2N=N1.CCN(C(C)C)C(C)C. The catalyst is CC(N(C)C)=O. The product is [F:1][C:2]1[CH:7]=[CH:6][C:5]([F:8])=[CH:4][C:3]=1[C@H:9]1[CH2:13][CH2:12][CH2:11][N:10]1[C:14]1[CH:19]=[CH:18][N:17]2[N:20]=[CH:21][C:22]([NH:23][C:30]([C@H:27]3[CH2:28][CH2:29][C@@H:25]([OH:24])[CH2:26]3)=[O:31])=[C:16]2[N:15]=1. The yield is 0.300.